This data is from Reaction yield outcomes from USPTO patents with 853,638 reactions. The task is: Predict the reaction yield, written as a fraction of the theoretical maximum amount of product (1.0 means a 100% yield; for example, 0.34 means a 34% yield). (1) The reactants are [CH2:1]([O:8][C@H:9]1[C@H:14]([O:15][CH2:16][C:17]2[CH:22]=[CH:21][CH:20]=[CH:19][CH:18]=2)[C@@H:13]([O:23][CH2:24][C:25]2[CH:30]=[CH:29][CH:28]=[CH:27][CH:26]=2)[C@@:12]([C:33]2[CH:38]=[CH:37][C:36]([Cl:39])=[C:35]([CH2:40][C:41]3[CH:46]=[CH:45][C:44]([O:47][C:48]([F:51])([F:50])[F:49])=[CH:43][CH:42]=3)[CH:34]=2)([O:31]C)[O:11][C:10]1([CH2:54]O)[CH2:52][OH:53])[C:2]1[CH:7]=[CH:6][CH:5]=[CH:4][CH:3]=1.FC(F)(F)C(O)=O. The catalyst is ClCCl. The product is [CH2:1]([O:8][C@H:9]1[C@H:14]([O:15][CH2:16][C:17]2[CH:22]=[CH:21][CH:20]=[CH:19][CH:18]=2)[C@@H:13]([O:23][CH2:24][C:25]2[CH:30]=[CH:29][CH:28]=[CH:27][CH:26]=2)[C@:12]2([C:33]3[CH:38]=[CH:37][C:36]([Cl:39])=[C:35]([CH2:40][C:41]4[CH:42]=[CH:43][C:44]([O:47][C:48]([F:50])([F:51])[F:49])=[CH:45][CH:46]=4)[CH:34]=3)[O:11][C@@:10]1([CH2:52][OH:53])[CH2:54][O:31]2)[C:2]1[CH:7]=[CH:6][CH:5]=[CH:4][CH:3]=1. The yield is 0.883. (2) The reactants are C(N(CC)CC)C.Cl.[NH2:9][CH2:10][CH2:11][CH2:12][C:13]([O:15]C)=[O:14].[C:17]([NH:24][C@H:25]([C:27](O)=[O:28])[CH3:26])([O:19][C:20]([CH3:23])([CH3:22])[CH3:21])=[O:18].Cl.C(N=C=N)C.ON1C2C=CC=CC=2N=N1.[Li+].[OH-].Cl. The catalyst is CN(C)C=O.C(OCC)(=O)C.O1CCCC1.O.CO. The product is [C:20]([O:19][C:17]([NH:24][CH:25]([CH3:26])[C:27]([NH:9][CH2:10][CH2:11][CH2:12][C:13]([OH:15])=[O:14])=[O:28])=[O:18])([CH3:23])([CH3:22])[CH3:21]. The yield is 0.720. (3) The reactants are [OH:1][C:2]1[CH:22]=[CH:21][C:5](/[CH:6]=[C:7]2/[C:8](=[O:20])[NH:9][C:10]3[C:15]/2=[CH:14][C:13]([O:16][CH3:17])=[C:12]([O:18][CH3:19])[CH:11]=3)=[CH:4][CH:3]=1.[C:23](O)(=[O:33])[CH2:24][CH2:25][CH2:26][CH2:27][CH2:28][CH2:29][CH2:30][CH2:31][CH3:32].O. The catalyst is CN(C=O)C.CN(C)C1C=CN=CC=1. The product is [C:23]([O:1][C:2]1[CH:3]=[CH:4][C:5](/[CH:6]=[C:7]2/[C:8](=[O:20])[NH:9][C:10]3[C:15]/2=[CH:14][C:13]([O:16][CH3:17])=[C:12]([O:18][CH3:19])[CH:11]=3)=[CH:21][CH:22]=1)(=[O:33])[CH2:24][CH2:25][CH2:26][CH2:27][CH2:28][CH2:29][CH2:30][CH2:31][CH3:32]. The yield is 0.350. (4) The reactants are F[C:2]1[CH:7]=[CH:6][C:5]([C:8]2[C:13]([C:14]3[CH:15]=[C:16]4[C:20](=[CH:21][CH:22]=3)[NH:19][N:18]=[CH:17]4)=[CH:12][CH:11]=[CH:10][N:9]=2)=[CH:4][C:3]=1C.C1(P(C2CCCCC2)C2C=CC=CC=2C2C(C(C)C)=CC(C(C)C)=CC=2C(C)C)CCCCC1.[Br-].CC1[N:65]=C([Zn+])C=CC=1. The catalyst is C1C=CC(/C=C/C(/C=C/C2C=CC=CC=2)=O)=CC=1.C1C=CC(/C=C/C(/C=C/C2C=CC=CC=2)=O)=CC=1.C1C=CC(/C=C/C(/C=C/C2C=CC=CC=2)=O)=CC=1.[Pd].[Pd]. The product is [CH3:4][C:3]1[N:65]=[C:5]([C:8]2[C:13]([C:14]3[CH:15]=[C:16]4[C:20](=[CH:21][CH:22]=3)[NH:19][N:18]=[CH:17]4)=[CH:12][CH:11]=[CH:10][N:9]=2)[CH:6]=[CH:7][CH:2]=1. The yield is 0.470. (5) The reactants are [CH:1]([C:3]1[C:8]([CH2:9][O:10][CH3:11])=[CH:7][C:6]([O:12][CH:13]2[CH2:18][CH2:17][CH2:16][CH2:15][O:14]2)=[CH:5][C:4]=1OS(C(F)(F)F)(=O)=O)=[O:2].[B:27]1([B:27]2[O:31][C:30]([CH3:33])([CH3:32])[C:29]([CH3:35])([CH3:34])[O:28]2)[O:31][C:30]([CH3:33])([CH3:32])[C:29]([CH3:35])([CH3:34])[O:28]1.C([O-])(=O)C.[K+]. The catalyst is C1C=CC(P(C2C=CC=CC=2)[C-]2C=CC=C2)=CC=1.C1C=CC(P(C2C=CC=CC=2)[C-]2C=CC=C2)=CC=1.Cl[Pd]Cl.[Fe+2].O1CCOCC1. The product is [CH3:11][O:10][CH2:9][C:8]1[CH:7]=[C:6]([O:12][CH:13]2[CH2:18][CH2:17][CH2:16][CH2:15][O:14]2)[CH:5]=[C:4]([B:27]2[O:31][C:30]([CH3:33])([CH3:32])[C:29]([CH3:35])([CH3:34])[O:28]2)[C:3]=1[CH:1]=[O:2]. The yield is 0.720. (6) The reactants are C([O:8][C:9]1[CH:14]=[C:13]([O:15]CC2C=CC=CC=2)[C:12]([CH:23]([CH3:25])[CH3:24])=[CH:11][C:10]=1[C:26]1[N:27]([N:32]2[CH2:37][CH2:36][CH2:35][CH2:34][CH2:33]2)[C:28](=S)[NH:29][N:30]=1)C1C=CC=CC=1.C(Cl)Cl.B(Cl)(Cl)Cl.C(=O)([O-])[OH:46].[Na+]. The catalyst is CO. The product is [OH:8][C:9]1[CH:14]=[C:13]([OH:15])[C:12]([CH:23]([CH3:25])[CH3:24])=[CH:11][C:10]=1[C:26]1[N:27]([N:32]2[CH2:33][CH2:34][CH2:35][CH2:36][CH2:37]2)[C:28](=[O:46])[NH:29][N:30]=1. The yield is 0.166. (7) The reactants are [Cl:1][C:2]1[CH:7]=[CH:6][C:5]([CH:8]([OH:37])[C:9]2[N:10]=[C:11]([C:27]3[CH:32]=[CH:31][N:30]=[C:29]([NH:33][C:34](=[O:36])[CH3:35])[CH:28]=3)[S:12][C:13]=2[C:14]2[N:15](COCC[Si](C)(C)C)[CH:16]=[CH:17][N:18]=2)=[CH:4][CH:3]=1.FC(F)(F)C(O)=O. The catalyst is C(Cl)Cl. The product is [Cl:1][C:2]1[CH:7]=[CH:6][C:5]([CH:8]([OH:37])[C:9]2[N:10]=[C:11]([C:27]3[CH:32]=[CH:31][N:30]=[C:29]([NH:33][C:34](=[O:36])[CH3:35])[CH:28]=3)[S:12][C:13]=2[C:14]2[NH:18][CH:17]=[CH:16][N:15]=2)=[CH:4][CH:3]=1. The yield is 0.500. (8) The reactants are C([O:3][C:4]([C:6]1[CH:7]=[C:8]([CH:19]=[CH:20][CH:21]=1)[O:9][C:10]1[CH:15]=[CH:14][C:13]([N+:16]([O-:18])=[O:17])=[CH:12][CH:11]=1)=[O:5])C.C1COCC1.O.O[Li].O. The catalyst is O. The product is [C:4]([C:6]1[CH:7]=[C:8]([CH:19]=[CH:20][CH:21]=1)[O:9][C:10]1[CH:11]=[CH:12][C:13]([N+:16]([O-:18])=[O:17])=[CH:14][CH:15]=1)([OH:5])=[O:3]. The yield is 0.950. (9) The reactants are Cl.[N:2]1[CH:7]=[CH:6][C:5]([CH2:8][SH:9])=[CH:4][CH:3]=1.C(=O)([O-])[O-].[K+].[K+].Cl[C:17]1[C:22]([C:23]([NH:25][C:26]2[CH:31]=[CH:30][C:29]([S:32]([C:35]([F:38])([F:37])[F:36])(=[O:34])=[O:33])=[CH:28][CH:27]=2)=[O:24])=[CH:21][CH:20]=[CH:19][N:18]=1. The catalyst is C(O)C.C(OCC)(=O)C. The product is [N:2]1[CH:7]=[CH:6][C:5]([CH2:8][S:9][C:17]2[C:22]([C:23]([NH:25][C:26]3[CH:27]=[CH:28][C:29]([S:32]([C:35]([F:38])([F:36])[F:37])(=[O:34])=[O:33])=[CH:30][CH:31]=3)=[O:24])=[CH:21][CH:20]=[CH:19][N:18]=2)=[CH:4][CH:3]=1. The yield is 0.370.